From a dataset of Forward reaction prediction with 1.9M reactions from USPTO patents (1976-2016). Predict the product of the given reaction. (1) Given the reactants [F-].C([N+](CCCC)(CCCC)CCCC)CCC.[C:19]([O:23][C:24](=[O:44])[NH:25][C@@H:26]1[CH2:34][C:33]2[C:28](=[CH:29][CH:30]=[CH:31][CH:32]=2)[C@H:27]1[CH2:35][O:36][Si](C(C)(C)C)(C)C)([CH3:22])([CH3:21])[CH3:20], predict the reaction product. The product is: [C:19]([O:23][C:24](=[O:44])[NH:25][C@@H:26]1[CH2:34][C:33]2[C:28](=[CH:29][CH:30]=[CH:31][CH:32]=2)[C@H:27]1[CH2:35][OH:36])([CH3:22])([CH3:20])[CH3:21]. (2) Given the reactants [CH3:1][C:2]1[C:7]([CH:8]([CH2:13][CH2:14][CH3:15])[C:9]([O:11]C)=[O:10])=[C:6]([C:16]2[CH:21]=[CH:20][C:19]([CH3:22])=[CH:18][CH:17]=2)[N:5]=[C:4]([N:23]2[CH2:28][CH2:27][CH2:26][CH2:25][CH2:24]2)[N:3]=1.[OH-].[Na+], predict the reaction product. The product is: [CH3:1][C:2]1[C:7]([CH:8]([CH2:13][CH2:14][CH3:15])[C:9]([OH:11])=[O:10])=[C:6]([C:16]2[CH:17]=[CH:18][C:19]([CH3:22])=[CH:20][CH:21]=2)[N:5]=[C:4]([N:23]2[CH2:24][CH2:25][CH2:26][CH2:27][CH2:28]2)[N:3]=1. (3) Given the reactants [Cl:1][C:2]1[C:10]([Cl:11])=[CH:9][CH:8]=[CH:7][C:3]=1[C:4]([OH:6])=O.[CH3:12][C:13]1[N:18]=[CH:17][C:16]([CH:19]([CH2:22][CH:23]2[CH2:25][CH2:24]2)[CH2:20][NH2:21])=[CH:15][N:14]=1, predict the reaction product. The product is: [Cl:1][C:2]1[C:10]([Cl:11])=[CH:9][CH:8]=[CH:7][C:3]=1[C:4]([NH:21][CH2:20][CH:19]([C:16]1[CH:17]=[N:18][C:13]([CH3:12])=[N:14][CH:15]=1)[CH2:22][CH:23]1[CH2:25][CH2:24]1)=[O:6]. (4) Given the reactants [CH2:1]([O:3][C:4](=[O:22])[C:5]([O:8][C:9]1[CH:14]=[CH:13][C:12]([CH2:15]Br)=[CH:11][C:10]=1[C:17]1[S:18][CH:19]=[CH:20][CH:21]=1)([CH3:7])[CH3:6])[CH3:2].[C:23]([Si:27]([CH3:43])([CH3:42])[O:28][CH:29]([C:32]1[C:37]([O:38][CH3:39])=[CH:36][CH:35]=[CH:34][C:33]=1[O:40][CH3:41])[C:30]#[N:31])([CH3:26])([CH3:25])[CH3:24], predict the reaction product. The product is: [CH2:1]([O:3][C:4](=[O:22])[C:5]([O:8][C:9]1[CH:14]=[CH:13][C:12]([CH2:15][C:29]([O:28][Si:27]([C:23]([CH3:26])([CH3:25])[CH3:24])([CH3:42])[CH3:43])([C:30]#[N:31])[C:32]2[C:37]([O:38][CH3:39])=[CH:36][CH:35]=[CH:34][C:33]=2[O:40][CH3:41])=[CH:11][C:10]=1[C:17]1[S:18][CH:19]=[CH:20][CH:21]=1)([CH3:7])[CH3:6])[CH3:2]. (5) The product is: [Br:19][CH2:14][C:13]([C:10]1[CH:11]=[CH:12][C:7]([O:6][C:5]2[CH:17]=[CH:18][C:2]([Cl:1])=[CH:3][CH:4]=2)=[CH:8][C:9]=1[CH3:16])=[O:15]. Given the reactants [Cl:1][C:2]1[CH:18]=[CH:17][C:5]([O:6][C:7]2[CH:12]=[CH:11][C:10]([C:13](=[O:15])[CH3:14])=[C:9]([CH3:16])[CH:8]=2)=[CH:4][CH:3]=1.[Br:19]Br.C([O-])(O)=O.[Na+], predict the reaction product. (6) Given the reactants [CH2:1]([N:4]1[CH2:8][CH:7]2[CH2:9][C:5]1([C:10](N1CCOCC1)=[O:11])[CH2:6]2)[CH:2]=[CH2:3].[C:18]1([Li])[CH:23]=[CH:22][CH:21]=[CH:20][CH:19]=1.O, predict the reaction product. The product is: [CH2:1]([N:4]1[CH2:8][CH:7]2[CH2:6][C:5]1([C:10]([C:18]1[CH:23]=[CH:22][CH:21]=[CH:20][CH:19]=1)=[O:11])[CH2:9]2)[CH:2]=[CH2:3]. (7) Given the reactants C(OC([N:8]1[CH2:13][CH2:12][CH:11]([N:14]2[C:18]3[CH:19]=[C:20]([F:23])[CH:21]=[CH:22][C:17]=3[N:16]([CH2:24][C:25]3[CH:30]=[CH:29][CH:28]=[CH:27][C:26]=3[Cl:31])[C:15]2=[NH:32])[CH2:10][CH2:9]1)=O)(C)(C)C.C(O)(C(F)(F)F)=O.O, predict the reaction product. The product is: [Cl:31][C:26]1[CH:27]=[CH:28][CH:29]=[CH:30][C:25]=1[CH2:24][N:16]1[C:17]2[CH:22]=[CH:21][C:20]([F:23])=[CH:19][C:18]=2[N:14]([CH:11]2[CH2:10][CH2:9][NH:8][CH2:13][CH2:12]2)[C:15]1=[NH:32].